From a dataset of Full USPTO retrosynthesis dataset with 1.9M reactions from patents (1976-2016). Predict the reactants needed to synthesize the given product. (1) The reactants are: [CH2:1]([S:3][C:4]1[CH:9]=[CH:8][C:7]([S:10]([NH2:13])(=[O:12])=[O:11])=[CH:6][C:5]=1[N:14]=[C:15]=[S:16])[CH3:2].[NH3:17].CO. Given the product [CH2:1]([S:3][C:4]1[CH:9]=[CH:8][C:7]([S:10]([NH2:13])(=[O:11])=[O:12])=[CH:6][C:5]=1[NH:14][C:15]([NH2:17])=[S:16])[CH3:2], predict the reactants needed to synthesize it. (2) Given the product [CH:59]1([NH:65][C:14]([C:12]2[N:13]=[C:9]([C:3]3[CH:4]=[CH:5][C:6]([Cl:8])=[CH:7][C:2]=3[Cl:1])[N:10]([C:18]3[CH:19]=[CH:20][C:21]([O:24][CH3:25])=[CH:22][CH:23]=3)[C:11]=2[CH3:17])=[O:15])[CH2:64][CH2:63][CH2:62][CH2:61][CH2:60]1, predict the reactants needed to synthesize it. The reactants are: [Cl:1][C:2]1[CH:7]=[C:6]([Cl:8])[CH:5]=[CH:4][C:3]=1[C:9]1[N:10]([C:18]2[CH:23]=[CH:22][C:21]([O:24][CH3:25])=[CH:20][CH:19]=2)[C:11]([CH3:17])=[C:12]([C:14](O)=[O:15])[N:13]=1.C(N(C(C)C)CC)(C)C.F[P-](F)(F)(F)(F)F.N1(OC(N(C)C)=[N+](C)C)C2C=CC=CC=2N=N1.[CH:59]1([NH2:65])[CH2:64][CH2:63][CH2:62][CH2:61][CH2:60]1. (3) Given the product [OH:1][CH2:2][C:3]([CH2:8][OH:9])([CH2:6][OH:7])[CH2:4][OH:5], predict the reactants needed to synthesize it. The reactants are: [OH:1][CH2:2][C:3]([CH3:8])([CH2:6][OH:7])[CH2:4][OH:5].[OH:9]CC(CO)CO.OCC([N+]([O-])=O)(CO)CO. (4) Given the product [CH2:1]([O:3][C:4]([C:6]1([C:20]([O:22][CH2:23][CH3:24])=[O:21])[CH2:11][CH2:10][C:9]([C:29]2[CH:30]=[CH:31][C:26]([Cl:25])=[CH:27][CH:28]=2)=[CH:8][CH2:7]1)=[O:5])[CH3:2], predict the reactants needed to synthesize it. The reactants are: [CH2:1]([O:3][C:4]([C:6]1([C:20]([O:22][CH2:23][CH3:24])=[O:21])[CH2:11][CH2:10][C:9](OS(C(F)(F)F)(=O)=O)=[CH:8][CH2:7]1)=[O:5])[CH3:2].[Cl:25][C:26]1[CH:31]=[CH:30][C:29](OB(O)O)=[CH:28][CH:27]=1.P([O-])([O-])([O-])=O.[K+].[K+].[K+].C(C#C)(C)(C)C. (5) Given the product [CH3:18][N:15]1[C:14]([CH2:19][N:20]2[CH2:21][CH2:22][CH:23]([C:26]([OH:29])([CH3:28])[CH3:27])[CH2:24][CH2:25]2)=[N:13][C:12]2[C:16]1=[N:17][C:9]([N:8]1[C:3]3[CH:4]=[CH:5][CH:6]=[CH:7][C:2]=3[N:1]=[C:36]1[CH3:37])=[N:10][C:11]=2[N:30]1[CH2:31][CH2:32][O:33][CH2:34][CH2:35]1, predict the reactants needed to synthesize it. The reactants are: [NH2:1][C:2]1[CH:7]=[CH:6][CH:5]=[CH:4][C:3]=1[NH:8][C:9]1[N:17]=[C:16]2[C:12]([N:13]=[C:14]([CH2:19][N:20]3[CH2:25][CH2:24][CH:23]([C:26]([OH:29])([CH3:28])[CH3:27])[CH2:22][CH2:21]3)[N:15]2[CH3:18])=[C:11]([N:30]2[CH2:35][CH2:34][O:33][CH2:32][CH2:31]2)[N:10]=1.[C:36](O)(=O)[CH3:37]. (6) Given the product [CH3:1][C:2]1[C:3]([O:11][C:16]([CH3:19])([CH3:18])[CH3:17])=[CH:4][CH:5]=[CH:6][C:7]=1[N+:8]([O-:10])=[O:9], predict the reactants needed to synthesize it. The reactants are: [CH3:1][C:2]1[C:7]([N+:8]([O-:10])=[O:9])=[CH:6][CH:5]=[CH:4][C:3]=1[OH:11].ClC(Cl)(Cl)C(=N)O[C:16]([CH3:19])([CH3:18])[CH3:17].B(F)(F)F.CCOCC.C(=O)(O)[O-].[Na+]. (7) Given the product [CH3:6][O:7][C:8]1[CH:13]=[CH:12][C:11]([N:1]2[CH:5]=[CH:4][CH:3]=[N:2]2)=[CH:10][CH:9]=1, predict the reactants needed to synthesize it. The reactants are: [NH:1]1[CH:5]=[CH:4][CH:3]=[N:2]1.[CH3:6][O:7][C:8]1[CH:13]=[CH:12][C:11](Br)=[CH:10][CH:9]=1. (8) Given the product [CH3:15][C:10]1([OH:14])[CH2:11][CH2:12][CH2:13][CH:9]1[CH2:4][CH2:5][CH2:6][CH2:7][CH3:8], predict the reactants needed to synthesize it. The reactants are: C[Mg]Cl.[CH2:4]([CH:9]1[CH2:13][CH2:12][CH2:11][C:10]1=[O:14])[CH2:5][CH2:6][CH2:7][CH3:8].[C:15](O)(=O)C.O. (9) Given the product [CH3:1][CH:2]1[O:6][C:5](=[S:7])[N:4]([CH2:8][C:9]2[CH:14]=[CH:13][CH:12]=[CH:11][C:10]=2[NH2:15])[CH2:3]1, predict the reactants needed to synthesize it. The reactants are: [CH3:1][CH:2]1[O:6][C:5](=[S:7])[N:4]([CH2:8][C:9]2[CH:14]=[CH:13][CH:12]=[CH:11][C:10]=2[N+:15]([O-])=O)[CH2:3]1.[Cl-].[NH4+].